Dataset: Retrosynthesis with 50K atom-mapped reactions and 10 reaction types from USPTO. Task: Predict the reactants needed to synthesize the given product. (1) Given the product CC1(C)CC[C@@H](c2cc(F)cc(F)c2)N(C(=O)c2cc(Nc3ccc4c(c3)CC3(C4)C(=O)Nc4ncccc43)ncn2)C1, predict the reactants needed to synthesize it. The reactants are: CC1(C)CC[C@@H](c2cc(F)cc(F)c2)NC1.O=C(O)c1cc(Nc2ccc3c(c2)CC2(C3)C(=O)Nc3ncccc32)ncn1. (2) Given the product C=CCC(C)(C)CCOC(=O)N[C@H](C(=O)N1C[C@](OC)(c2ccc3cc(OC)c(C=C)cc3c2)C[C@H]1C(=O)OC)C(C)(C)C, predict the reactants needed to synthesize it. The reactants are: C=CCC(C)(C)CCOC(=O)N[C@H](C(=O)O)C(C)(C)C.C=Cc1cc2cc([C@@]3(OC)CN[C@H](C(=O)OC)C3)ccc2cc1OC. (3) Given the product OC1CCCC1Cc1cc(C(F)(F)F)ccn1, predict the reactants needed to synthesize it. The reactants are: O=C1CCCC1Cc1cc(C(F)(F)F)ccn1. (4) Given the product COC(=O)C[C@H](O)C[C@H](O)CCc1c(-c2ccc(F)cc2)c(-c2ccccc2)c(C(=O)NCc2ccc(F)cc2)n1C(C)C, predict the reactants needed to synthesize it. The reactants are: COC(=O)C[C@H](O)C[C@H](O)C=Cc1c(-c2ccc(F)cc2)c(-c2ccccc2)c(C(=O)NCc2ccc(F)cc2)n1C(C)C. (5) Given the product CC(C)(C)OC(=O)N1CCN(CC(=O)Nc2nccs2)CC1, predict the reactants needed to synthesize it. The reactants are: CC(C)(C)OC(=O)N1CCN(CC(=O)O)CC1.Nc1nccs1. (6) Given the product CC(C)C1(c2ccc(Br)cc2)OCCCO1, predict the reactants needed to synthesize it. The reactants are: CC(C)C(=O)c1ccc(Br)cc1.OCCCO.